The task is: Regression. Given a peptide amino acid sequence and an MHC pseudo amino acid sequence, predict their binding affinity value. This is MHC class I binding data.. This data is from Peptide-MHC class I binding affinity with 185,985 pairs from IEDB/IMGT. (1) The peptide sequence is SLTQVKELGI. The MHC is HLA-A02:03 with pseudo-sequence HLA-A02:03. The binding affinity (normalized) is 0.600. (2) The peptide sequence is YRIMTRGLL. The MHC is HLA-B39:01 with pseudo-sequence HLA-B39:01. The binding affinity (normalized) is 0.580. (3) The peptide sequence is GVIITWIGM. The MHC is HLA-A26:01 with pseudo-sequence YYAMYRNNVAHTDANTLYIRYQDYTWAEWAYRWY. The binding affinity (normalized) is 0.106. (4) The peptide sequence is SQMPPQKIM. The MHC is HLA-A31:01 with pseudo-sequence HLA-A31:01. The binding affinity (normalized) is 0.0847. (5) The peptide sequence is SRKKGFLGL. The MHC is HLA-A31:01 with pseudo-sequence HLA-A31:01. The binding affinity (normalized) is 0.0847.